This data is from Buchwald-Hartwig C-N cross coupling reaction yields with 55,370 reactions. The task is: Predict the reaction yield, written as a fraction of the theoretical maximum amount of product (1.0 means a 100% yield; for example, 0.34 means a 34% yield). (1) The reactants are Clc1cccnc1.Cc1ccc(N)cc1.O=S(=O)(O[Pd]1c2ccccc2-c2ccccc2N~1)C(F)(F)F.COc1ccc(OC)c(P([C@]23C[C@H]4C[C@H](C[C@H](C4)C2)C3)[C@]23C[C@H]4C[C@H](C[C@H](C4)C2)C3)c1-c1c(C(C)C)cc(C(C)C)cc1C(C)C.CCN=P(N=P(N(C)C)(N(C)C)N(C)C)(N(C)C)N(C)C.CCOC(=O)c1cnoc1. No catalyst specified. The product is Cc1ccc(Nc2cccnc2)cc1. The yield is 0. (2) The reactants are COc1ccc(I)cc1.Cc1ccc(N)cc1.O=S(=O)(O[Pd]1c2ccccc2-c2ccccc2N~1)C(F)(F)F.COc1ccc(OC)c(P(C(C)(C)C)C(C)(C)C)c1-c1c(C(C)C)cc(C(C)C)cc1C(C)C.CCN=P(N=P(N(C)C)(N(C)C)N(C)C)(N(C)C)N(C)C.CCOC(=O)c1cc(OC)no1. No catalyst specified. The product is COc1ccc(Nc2ccc(C)cc2)cc1. The yield is 0.428. (3) The reactants are COc1ccc(Cl)cc1.Cc1ccc(N)cc1.O=S(=O)(O[Pd]1c2ccccc2-c2ccccc2N~1)C(F)(F)F.COc1ccc(OC)c(P([C@]23C[C@H]4C[C@H](C[C@H](C4)C2)C3)[C@]23C[C@H]4C[C@H](C[C@H](C4)C2)C3)c1-c1c(C(C)C)cc(C(C)C)cc1C(C)C.CN(C)C(=NC(C)(C)C)N(C)C.c1ccc2nocc2c1. No catalyst specified. The product is COc1ccc(Nc2ccc(C)cc2)cc1. The yield is 0. (4) The reactants are CCc1ccc(Cl)cc1.Cc1ccc(N)cc1.O=S(=O)(O[Pd]1c2ccccc2-c2ccccc2N~1)C(F)(F)F.CC(C)c1cc(C(C)C)c(-c2ccccc2P(C2CCCCC2)C2CCCCC2)c(C(C)C)c1.CCN=P(N=P(N(C)C)(N(C)C)N(C)C)(N(C)C)N(C)C.Fc1cccc(F)c1-c1ccno1. No catalyst specified. The product is CCc1ccc(Nc2ccc(C)cc2)cc1. The yield is 0.0771. (5) The reactants are CCc1ccc(I)cc1.Cc1ccc(N)cc1.O=S(=O)(O[Pd]1c2ccccc2-c2ccccc2N~1)C(F)(F)F.COc1ccc(OC)c(P(C(C)(C)C)C(C)(C)C)c1-c1c(C(C)C)cc(C(C)C)cc1C(C)C.CN(C)C(=NC(C)(C)C)N(C)C.c1ccc2nocc2c1. No catalyst specified. The product is CCc1ccc(Nc2ccc(C)cc2)cc1. The yield is 0.419. (6) The reactants are FC(F)(F)c1ccc(I)cc1.Cc1ccc(N)cc1.O=S(=O)(O[Pd]1c2ccccc2-c2ccccc2N~1)C(F)(F)F.COc1ccc(OC)c(P([C@]23C[C@H]4C[C@H](C[C@H](C4)C2)C3)[C@]23C[C@H]4C[C@H](C[C@H](C4)C2)C3)c1-c1c(C(C)C)cc(C(C)C)cc1C(C)C.CCN=P(N=P(N(C)C)(N(C)C)N(C)C)(N(C)C)N(C)C.Cc1ccno1. No catalyst specified. The product is Cc1ccc(Nc2ccc(C(F)(F)F)cc2)cc1. The yield is 0.0345.